The task is: Predict which catalyst facilitates the given reaction.. This data is from Catalyst prediction with 721,799 reactions and 888 catalyst types from USPTO. (1) Reactant: C(OC([N:8]1[CH2:13][CH2:12][CH:11]([NH:14][C:15]([NH:17][C:18]2[N:50]=[C:21]3[C:22]([C:40]4[CH:45]=[CH:44][CH:43]=[C:42]([C:46]([F:49])([F:48])[F:47])[CH:41]=4)=[C:23]([CH3:39])[C:24]([C:26]4[N:27]([C:31]5[CH:36]=[CH:35][C:34]([C:37]#[N:38])=[CH:33][CH:32]=5)[N:28]=[CH:29][CH:30]=4)=[CH:25][N:20]3[N:19]=2)=[O:16])[CH2:10][CH2:9]1)=O)(C)(C)C.C(O)(C(F)(F)F)=O.C1(C)C=CC=CC=1. Product: [C:37]([C:34]1[CH:33]=[CH:32][C:31]([N:27]2[C:26]([C:24]3[C:23]([CH3:39])=[C:22]([C:40]4[CH:45]=[CH:44][CH:43]=[C:42]([C:46]([F:49])([F:47])[F:48])[CH:41]=4)[C:21]4[N:20]([N:19]=[C:18]([NH:17][C:15]([NH:14][CH:11]5[CH2:10][CH2:9][NH:8][CH2:13][CH2:12]5)=[O:16])[N:50]=4)[CH:25]=3)=[CH:30][CH:29]=[N:28]2)=[CH:36][CH:35]=1)#[N:38]. The catalyst class is: 2. (2) Reactant: Cl[C:2]1[N:7]=[CH:6][C:5]([CH:8]([N:13]2[CH2:17][CH2:16][C@H:15]([NH:18][C:19](=[O:25])[O:20][C:21]([CH3:24])([CH3:23])[CH3:22])[CH2:14]2)[C:9]([F:12])([F:11])[F:10])=[CH:4][CH:3]=1.[NH2:26][NH2:27].O.C(OCC)(=O)C. Product: [F:10][C:9]([F:12])([F:11])[CH:8]([N:13]1[CH2:17][CH2:16][C@H:15]([NH:18][C:19](=[O:25])[O:20][C:21]([CH3:24])([CH3:23])[CH3:22])[CH2:14]1)[C:5]1[CH:6]=[N:7][C:2]([NH:26][NH2:27])=[CH:3][CH:4]=1. The catalyst class is: 619.